Dataset: Catalyst prediction with 721,799 reactions and 888 catalyst types from USPTO. Task: Predict which catalyst facilitates the given reaction. Reactant: [N+:1]([C:4]1[CH:9]=[CH:8][CH:7]=[CH:6][C:5]=1[S:10](Cl)(=[O:12])=[O:11])([O-:3])=[O:2].CN1[CH2:20][CH2:19][O:18][CH2:17][CH2:16]1.[C:21]1(P(C2C=CC=CC=2)C2C=CC=CC=2)C=CC=CC=1.[CH:40]1[C:52]2[CH:51]([CH2:53][O:54][C:55](=[O:62])[NH:56][CH:57](CO)[CH2:58][CH3:59])[C:50]3[C:45](=[CH:46][CH:47]=[CH:48][CH:49]=3)[C:44]=2[CH:43]=[CH:42][CH:41]=1.CCO[C:66](/[N:68]=N/C(OCC)=O)=O.[C:75]([OH:81])([C:77](F)(F)F)=[O:76]. Product: [CH:40]1[C:52]2[CH:51]([CH2:53][O:54][C:55]([NH:56][CH:57]([CH2:58][CH3:59])[CH2:66][N:68]([S:10]([C:5]3[CH:6]=[CH:7][CH:8]=[CH:9][C:4]=3[N+:1]([O-:3])=[O:2])(=[O:12])=[O:11])[CH:77]([CH2:21][C:19]3[O:18][CH:17]=[CH:16][CH:20]=3)[C:75]([OH:81])=[O:76])=[O:62])[C:50]3[C:45](=[CH:46][CH:47]=[CH:48][CH:49]=3)[C:44]=2[CH:43]=[CH:42][CH:41]=1. The catalyst class is: 168.